This data is from Reaction yield outcomes from USPTO patents with 853,638 reactions. The task is: Predict the reaction yield, written as a fraction of the theoretical maximum amount of product (1.0 means a 100% yield; for example, 0.34 means a 34% yield). (1) The reactants are C[O:2]C1C(OC)=CC2N(C)C(=O)CN=C(C3C=C(C=CC=3)C#N)C=2C=1.[Br:26][C:27]1[C:37]2[N:36]([CH3:38])[C:35](=[O:39])[CH2:34][N:33]=[C:32]([C:40]3[CH:41]=[C:42]([CH:45]=[CH:46][CH:47]=3)[C:43]#[N:44])[C:31]=2[CH:30]=[C:29]([O:48][CH3:49])[C:28]=1[O:50][CH3:51]. No catalyst specified. The product is [Br:26][C:27]1[C:37]2[N:36]([CH3:38])[C:35](=[O:39])[CH2:34][N:33]=[C:32]([C:40]3[CH:41]=[C:42]([CH:45]=[CH:46][CH:47]=3)[C:43]([NH2:44])=[O:2])[C:31]=2[CH:30]=[C:29]([O:48][CH3:49])[C:28]=1[O:50][CH3:51]. The yield is 0.600. (2) The reactants are [OH-].[Na+].[CH2:3]([OH:21])[CH2:4][O:5][CH2:6][CH2:7][O:8][CH2:9][CH2:10][O:11][CH2:12][CH2:13][O:14][CH2:15][CH2:16][O:17][CH2:18][CH2:19][OH:20].[CH2:22](Cl)[C:23]1[CH:28]=[CH:27][CH:26]=[CH:25][CH:24]=1. The catalyst is O.[Cl-].[Na+].O. The product is [CH2:22]([O:20][CH2:19][CH2:18][O:17][CH2:16][CH2:15][O:14][CH2:13][CH2:12][O:11][CH2:10][CH2:9][O:8][CH2:7][CH2:6][O:5][CH2:4][CH2:3][OH:21])[C:23]1[CH:28]=[CH:27][CH:26]=[CH:25][CH:24]=1. The yield is 0.700. (3) The reactants are [Br:1][C:2]1[CH:3]=[C:4]([CH:6]=[CH:7][C:8]=1[O:9][C:10]([F:13])([F:12])[F:11])[NH2:5].[C:14]([O:18][C:19](O[C:19]([O:18][C:14]([CH3:17])([CH3:16])[CH3:15])=[O:20])=[O:20])([CH3:17])([CH3:16])[CH3:15]. The catalyst is O1CCOCC1. The product is [C:14]([O:18][C:19](=[O:20])[NH:5][C:4]1[CH:6]=[CH:7][C:8]([O:9][C:10]([F:11])([F:12])[F:13])=[C:2]([Br:1])[CH:3]=1)([CH3:17])([CH3:16])[CH3:15]. The yield is 0.610. (4) The product is [Cl:1][C:2]1[CH:3]=[CH:4][C:5]([CH2:8][CH2:9][C:10]2[CH:15]=[CH:14][N:13]=[C:12]([O:16][CH3:17])[CH:11]=2)=[N:6][CH:7]=1. The catalyst is C(OCC)(=O)C.[Pd].[Br-].[Zn+2].[Br-]. The yield is 0.540. The reactants are [Cl:1][C:2]1[CH:3]=[CH:4][C:5]([CH:8]=[CH:9][C:10]2[CH:15]=[CH:14][N:13]=[C:12]([O:16][CH3:17])[CH:11]=2)=[N:6][CH:7]=1.[H][H]. (5) The reactants are [O:1]1[C:5]2[CH:6]=[CH:7][CH:8]=[C:9]([CH2:10][NH:11][C:12]3[CH:17]=[CH:16][CH:15]=[CH:14][C:13]=3[O:18][C:19]3[CH:24]=[CH:23][CH:22]=[CH:21][CH:20]=3)[C:4]=2[O:3][CH2:2]1.[F:25][CH2:26][C:27](Cl)=[O:28]. The catalyst is C(Cl)Cl. The product is [O:1]1[C:5]2[CH:6]=[CH:7][CH:8]=[C:9]([CH2:10][N:11]([C:12]3[CH:17]=[CH:16][CH:15]=[CH:14][C:13]=3[O:18][C:19]3[CH:24]=[CH:23][CH:22]=[CH:21][CH:20]=3)[C:27](=[O:28])[CH2:26][F:25])[C:4]=2[O:3][CH2:2]1. The yield is 0.840. (6) The reactants are [CH2:1]([C:3]1[CH:8]=[C:7]([F:9])[CH:6]=[CH:5][C:4]=1[OH:10])[CH3:2].C(=O)([O-])[O-].[Cs+].[Cs+].[Cl:17][C:18]1[C:19](F)=[CH:20][C:21]([F:27])=[C:22]([CH:26]=1)[C:23]([OH:25])=[O:24]. The catalyst is CS(C)=O. The product is [F:27][C:21]1[CH:20]=[C:19]([O:10][C:4]2[CH:5]=[CH:6][C:7]([F:9])=[CH:8][C:3]=2[CH2:1][CH3:2])[C:18]([Cl:17])=[CH:26][C:22]=1[C:23]([OH:25])=[O:24]. The yield is 0.570.